From a dataset of Blood-brain barrier permeability classification from the B3DB database. Regression/Classification. Given a drug SMILES string, predict its absorption, distribution, metabolism, or excretion properties. Task type varies by dataset: regression for continuous measurements (e.g., permeability, clearance, half-life) or binary classification for categorical outcomes (e.g., BBB penetration, CYP inhibition). Dataset: b3db_classification. The molecule is CC(C)n1cc2c3c(cccc31)C1C[C@@H](C(=O)NC3CCCCC3)CN(C)C1C2. The result is 1 (penetrates BBB).